Dataset: Full USPTO retrosynthesis dataset with 1.9M reactions from patents (1976-2016). Task: Predict the reactants needed to synthesize the given product. (1) Given the product [CH2:14]([CH:11]1[CH2:10][CH2:9][N:8]([CH2:1][CH2:2][CH2:7][C:6]2[S:37][C:39]3[CH:26]=[CH:25][CH:24]=[CH:23][C:22]=3[N:29]=2)[CH2:13][CH2:12]1)[CH2:15][CH2:16][CH3:17], predict the reactants needed to synthesize it. The reactants are: [CH2:1]([N:8]1[CH2:13][CH2:12][C:11](=[CH:14][CH2:15][CH2:16][CH3:17])[CH2:10][CH2:9]1)[C:2]1[CH:7]=[CH:6]C=CC=1.[H-].[Na+].[H][H].[CH2:22]([N:29]1CCC(=O)CC1)[C:23]1C=C[CH:26]=[CH:25][CH:24]=1.C[S:37]([CH3:39])=O. (2) The reactants are: [F:1][C:2]([F:39])([F:38])[C:3]1[CH:33]=[CH:32][C:31]([C:34]([F:37])([F:36])[F:35])=[CH:30][C:4]=1[CH2:5][N:6]1[CH2:11][CH2:10][CH2:9][C@@H:8]([CH:12]([CH2:17][CH2:18][CH3:19])[C:13]([O:15]C)=[O:14])[C@@H:7]1[C:20]1[CH:25]=[CH:24][C:23]([C:26]([F:29])([F:28])[F:27])=[CH:22][CH:21]=1.[Li+].[OH-].O1CCOCC1. Given the product [F:39][C:2]([F:1])([F:38])[C:3]1[CH:33]=[CH:32][C:31]([C:34]([F:35])([F:37])[F:36])=[CH:30][C:4]=1[CH2:5][N:6]1[CH2:11][CH2:10][CH2:9][C@@H:8]([CH:12]([CH2:17][CH2:18][CH3:19])[C:13]([OH:15])=[O:14])[C@@H:7]1[C:20]1[CH:21]=[CH:22][C:23]([C:26]([F:27])([F:28])[F:29])=[CH:24][CH:25]=1, predict the reactants needed to synthesize it. (3) Given the product [OH:1][C:2]1[CH:7]=[CH:6][CH:5]=[CH:4][C:3]=1[C:8]1[N:13]=[C:12]([C:11]2[CH:15]=[CH:16][CH:17]=[CH:18][C:10]=2[OH:9])[N:27]([CH2:29][C:30]([O:32][CH2:33][CH3:34])=[O:31])[N:28]=1, predict the reactants needed to synthesize it. The reactants are: [OH:1][C:2]1[CH:7]=[CH:6][CH:5]=[CH:4][C:3]=1[C:8]1[O:9][C:10]2[CH:18]=[CH:17][CH:16]=[CH:15][C:11]=2[C:12](=O)[N:13]=1.C(N(CC)CC)C.Cl.[NH:27]([CH2:29][C:30]([O:32][CH2:33][CH3:34])=[O:31])[NH2:28]. (4) The reactants are: Br[C:2]1[CH:7]=[C:6]([C@@H:8]2[C@@H:12]([C:13]3[CH:18]=[CH:17][CH:16]=[CH:15][CH:14]=3)[O:11][C:10](=[O:19])[NH:9]2)[CH:5]=[CH:4][N:3]=1.C[Si]([C:24]#[C:25][C:26]1[CH:31]=[CH:30][CH:29]=[CH:28][N:27]=1)(C)C.C1(P(C2C=CC=CC=2)C2C=CC=CC=2)C=CC=CC=1.C(N(CC)CC)C.[F-].C([N+](CCCC)(CCCC)CCCC)CCC. Given the product [C:13]1([C@H:12]2[O:11][C:10](=[O:19])[NH:9][C@@H:8]2[C:6]2[CH:5]=[CH:4][N:3]=[C:2]([C:24]#[C:25][C:26]3[CH:31]=[CH:30][CH:29]=[CH:28][N:27]=3)[CH:7]=2)[CH:18]=[CH:17][CH:16]=[CH:15][CH:14]=1, predict the reactants needed to synthesize it.